Dataset: Forward reaction prediction with 1.9M reactions from USPTO patents (1976-2016). Task: Predict the product of the given reaction. (1) Given the reactants [CH3:1][O:2][C:3]1[CH:4]=[C:5]2[C:10](=[C:11]([O:13]C)[CH:12]=1)[N:9]=[CH:8][CH:7]=[CH:6]2.B(Br)(Br)Br, predict the reaction product. The product is: [CH3:1][O:2][C:3]1[CH:4]=[C:5]2[C:10](=[C:11]([OH:13])[CH:12]=1)[N:9]=[CH:8][CH:7]=[CH:6]2. (2) Given the reactants [OH:1][C:2]1[CH:9]=[CH:8][C:5]([CH:6]=[O:7])=[CH:4][CH:3]=1.[Cl:10][C:11]1[CH:16]=[CH:15][C:14]([CH2:17][CH2:18]O)=[CH:13][CH:12]=1.C1C=CC(P(C2C=CC=CC=2)C2C=CC=CC=2)=CC=1.CCOC(/N=N/C(OCC)=O)=O, predict the reaction product. The product is: [Cl:10][C:11]1[CH:16]=[CH:15][C:14]([CH2:17][CH2:18][O:1][C:2]2[CH:9]=[CH:8][C:5]([CH:6]=[O:7])=[CH:4][CH:3]=2)=[CH:13][CH:12]=1. (3) Given the reactants Cl.[O:2]1[C:6]2[CH:7]=[CH:8][CH:9]=[C:10]([CH:11]3[CH2:16][CH2:15][N:14]([CH2:17][CH2:18][C@H:19]4[CH2:24][CH2:23][C@H:22]([NH2:25])[CH2:21][CH2:20]4)[CH2:13][CH2:12]3)[C:5]=2[O:4][CH2:3]1.[F:26][C:27]([F:33])([F:32])[CH2:28][C:29](O)=[O:30], predict the reaction product. The product is: [O:2]1[C:6]2[CH:7]=[CH:8][CH:9]=[C:10]([CH:11]3[CH2:16][CH2:15][N:14]([CH2:17][CH2:18][C@H:19]4[CH2:20][CH2:21][C@H:22]([NH:25][C:29](=[O:30])[CH2:28][C:27]([F:33])([F:32])[F:26])[CH2:23][CH2:24]4)[CH2:13][CH2:12]3)[C:5]=2[O:4][CH2:3]1. (4) Given the reactants [CH3:1][O:2][C:3]([C:5]1[N:6]([NH:11][CH2:12][C:13]2[CH:18]=[CH:17][C:16]([Cl:19])=[CH:15][CH:14]=2)[CH:7]=[C:8]([Cl:10])[CH:9]=1)=[O:4].[CH3:20][O:21][C:22](=[O:27])[CH2:23][C:24](Cl)=[O:25], predict the reaction product. The product is: [CH3:1][O:2][C:3]([C:5]1[N:6]([N:11]([C:24](=[O:25])[CH2:23][C:22]([O:21][CH3:20])=[O:27])[CH2:12][C:13]2[CH:18]=[CH:17][C:16]([Cl:19])=[CH:15][CH:14]=2)[CH:7]=[C:8]([Cl:10])[CH:9]=1)=[O:4]. (5) Given the reactants Br[C:2]1[N:6]2[CH:7]=[N:8][C:9]([CH3:11])=[CH:10][C:5]2=[N:4][CH:3]=1.P([O-])([O-])([O-])=O.[K+].[K+].[K+].CC1(C)C(C)(C)OB([C:28]2[CH:29]=[C:30]([C:34]3[C:35]([C:40]#[N:41])=[CH:36][CH:37]=[CH:38][CH:39]=3)[CH:31]=[CH:32][CH:33]=2)O1.CN(C)C(=O)C, predict the reaction product. The product is: [CH3:11][C:9]1[N:8]=[CH:7][N:6]2[C:2]([C:32]3[CH:31]=[C:30]([C:34]4[C:35]([C:40]#[N:41])=[CH:36][CH:37]=[CH:38][CH:39]=4)[CH:29]=[CH:28][CH:33]=3)=[CH:3][N:4]=[C:5]2[CH:10]=1. (6) Given the reactants [N:1]1([CH2:6][CH2:7][O:8][C:9]2[CH:18]=[C:17]3[C:12]([C:13](=[O:27])[N:14](COC(=O)C(C)(C)C)[CH:15]=[N:16]3)=[CH:11][C:10]=2[O:28][CH3:29])[CH:5]=[CH:4][N:3]=[CH:2]1, predict the reaction product. The product is: [N:1]1([CH2:6][CH2:7][O:8][C:9]2[CH:18]=[C:17]3[C:12]([C:13](=[O:27])[NH:14][CH:15]=[N:16]3)=[CH:11][C:10]=2[O:28][CH3:29])[CH:5]=[CH:4][N:3]=[CH:2]1.